The task is: Predict the reactants needed to synthesize the given product.. This data is from Full USPTO retrosynthesis dataset with 1.9M reactions from patents (1976-2016). (1) Given the product [F:47][C:44]([F:45])([F:46])[C:42]1[CH:43]=[C:38]([CH:39]=[C:40]([C:48]([F:49])([F:50])[F:51])[CH:41]=1)[CH2:37][N:23]([C:24]1[N:25]=[CH:26][C:27]([N:30]2[CH2:34][CH2:33][N:32]([CH3:35])[C:31]2=[O:36])=[CH:28][N:29]=1)[C@@H:21]1[CH2:22][N:18]([C:16]2[C:15]([Cl:54])=[CH:14][N:13]=[C:12]([N:9]3[CH2:10][CH2:11][CH:6]([C:4]([OH:5])=[O:3])[CH2:7][CH2:8]3)[N:17]=2)[C@H:19]([CH2:52][CH3:53])[CH2:20]1, predict the reactants needed to synthesize it. The reactants are: C([O:3][C:4]([CH:6]1[CH2:11][CH2:10][N:9]([C:12]2[N:17]=[C:16]([N:18]3[CH2:22][C@@H:21]([N:23]([CH2:37][C:38]4[CH:43]=[C:42]([C:44]([F:47])([F:46])[F:45])[CH:41]=[C:40]([C:48]([F:51])([F:50])[F:49])[CH:39]=4)[C:24]4[N:29]=[CH:28][C:27]([N:30]5[CH2:34][CH2:33][N:32]([CH3:35])[C:31]5=[O:36])=[CH:26][N:25]=4)[CH2:20][C@H:19]3[CH2:52][CH3:53])[C:15]([Cl:54])=[CH:14][N:13]=2)[CH2:8][CH2:7]1)=[O:5])C.[OH-].[Na+].Cl. (2) Given the product [NH:18]1[C:13]2[C:14](=[N:15][C:10]([C@@H:8]([NH:7][S@@:5]([C:1]([CH3:2])([CH3:4])[CH3:3])=[O:6])[CH3:9])=[CH:11][CH:12]=2)[CH:16]=[CH:17]1, predict the reactants needed to synthesize it. The reactants are: [C:1]([S@:5]([N:7]=[C:8]([C:10]1[N:15]=[C:14]2[CH:16]=[CH:17][N:18](C(OC(C)(C)C)=O)[C:13]2=[CH:12][CH:11]=1)[CH3:9])=[O:6])([CH3:4])([CH3:3])[CH3:2].CCC(C)[BH-](C(C)CC)C(C)CC.[Li+]. (3) Given the product [Cl:26][C:24]1[S:25][C:20]2[CH:19]=[C:18]([C:15](=[O:16])[NH:14][CH2:13][C:8]3([C:2]4[CH:3]=[CH:4][CH:5]=[CH:6][CH:7]=4)[O:12][CH2:11][CH2:10][O:9]3)[NH:22][C:21]=2[C:23]=1[Cl:27], predict the reactants needed to synthesize it. The reactants are: Cl.[C:2]1([C:8]2([CH2:13][NH2:14])[O:12][CH2:11][CH2:10][O:9]2)[CH:7]=[CH:6][CH:5]=[CH:4][CH:3]=1.[C:15]([C:18]1[NH:22][C:21]2[C:23]([Cl:27])=[C:24]([Cl:26])[S:25][C:20]=2[CH:19]=1)(O)=[O:16].CCN(C(C)C)C(C)C.C1C=CC2N(O)N=NC=2C=1.CCN=C=NCCCN(C)C. (4) Given the product [CH2:20]1[C:15]2([CH2:28][CH2:29][N:12]([C:10](=[O:11])[CH2:9][NH:8][C:6]([NH:5][CH2:1][CH:2]([CH3:3])[CH3:4])=[O:7])[CH2:13][CH2:14]2)[CH2:16][NH:17][CH2:18][CH2:19]1, predict the reactants needed to synthesize it. The reactants are: [CH2:1]([NH:5][C:6]([NH:8][CH2:9][C:10]([N:12]1[CH2:29][CH2:28][C:15]2([CH2:20][CH2:19][CH2:18][N:17](C(OC(C)(C)C)=O)[CH2:16]2)[CH2:14][CH2:13]1)=[O:11])=[O:7])[CH:2]([CH3:4])[CH3:3].Cl. (5) Given the product [CH:1]([C:3]1[CH:8]=[CH:7][C:6]([C:17]2[CH:18]=[CH:13][CH:14]=[C:15]([C:19]3[CH:24]=[CH:23][CH:22]=[CH:21][N:20]=3)[CH:16]=2)=[CH:5][CH:4]=1)=[CH2:2], predict the reactants needed to synthesize it. The reactants are: [CH:1]([C:3]1[CH:8]=[CH:7][C:6](B(O)O)=[CH:5][CH:4]=1)=[CH2:2].Cl[C:13]1[CH:14]=[C:15]([C:19]2[CH:24]=[CH:23][CH:22]=[CH:21][N:20]=2)[CH:16]=[CH:17][CH:18]=1.F[K].C(P)(C)(C)C.P(C(C)(C)C)(C(C)(C)C)C(C)(C)C. (6) Given the product [CH:1]1([CH2:4][N:5]([C:6]2[CH:11]=[N:10][C:9]([O:12][C:13]3[CH:14]=[C:15]([C:16](=[O:17])[NH:18][C:19]4[CH:23]=[CH:22][N:21]([CH3:24])[N:20]=4)[CH:25]=[C:26]([O:28][CH:29]([CH3:31])[CH3:30])[CH:27]=3)=[CH:8][N:7]=2)[C:37]([C:36]2[O:32][N:33]=[CH:34][CH:35]=2)=[O:38])[CH2:3][CH2:2]1, predict the reactants needed to synthesize it. The reactants are: [CH:1]1([CH2:4][NH:5][C:6]2[N:7]=[CH:8][C:9]([O:12][C:13]3[CH:14]=[C:15]([CH:25]=[C:26]([O:28][CH:29]([CH3:31])[CH3:30])[CH:27]=3)[C:16]([NH:18][C:19]3[CH:23]=[CH:22][N:21]([CH3:24])[N:20]=3)=[O:17])=[N:10][CH:11]=2)[CH2:3][CH2:2]1.[O:32]1[C:36]([C:37](Cl)=[O:38])=[CH:35][CH:34]=[N:33]1.ClCCl. (7) The reactants are: [CH3:1][O:2][C:3]([C:5]1[S:6][C:7]([C:26]#[C:27][C:28]([CH3:31])([CH3:30])[CH3:29])=[CH:8][C:9]=1[N:10]1[CH:15]([CH:16]2[CH2:21][CH2:20][CH2:19][CH2:18][CH2:17]2)[CH2:14][CH2:13][C@@H:12]([CH2:22][CH:23]=C)[C:11]1=[O:25])=[O:4].C[N+]1([O-])CC[O:36]CC1.O. Given the product [CH3:1][O:2][C:3]([C:5]1[S:6][C:7]([C:26]#[C:27][C:28]([CH3:30])([CH3:29])[CH3:31])=[CH:8][C:9]=1[N:10]1[CH:15]([CH:16]2[CH2:17][CH2:18][CH2:19][CH2:20][CH2:21]2)[CH2:14][CH2:13][C@@H:12]([CH2:22][CH2:23][OH:36])[C:11]1=[O:25])=[O:4], predict the reactants needed to synthesize it.